From a dataset of Forward reaction prediction with 1.9M reactions from USPTO patents (1976-2016). Predict the product of the given reaction. Given the reactants [Cl:1][C:2]1[C:3]([CH3:24])=[C:4]([NH:10][S:11]([N:14]2[CH2:18][CH2:17][C@@H:16]([OH:19])[C@@:15]2([CH3:23])[C:20](O)=[O:21])(=[O:13])=[O:12])[CH:5]=[CH:6][C:7]=1[C:8]#[N:9].C1CCC(N=C=NC2CCCCC2)CC1.C1C([N+]([O-])=O)=CC=C(O)C=1, predict the reaction product. The product is: [OH:19][C@@H:16]1[CH2:17][CH2:18][N:14]2[C@:15]1([CH3:23])[C:20](=[O:21])[N:10]([C:4]1[CH:5]=[CH:6][C:7]([C:8]#[N:9])=[C:2]([Cl:1])[C:3]=1[CH3:24])[S:11]2(=[O:13])=[O:12].